The task is: Predict the product of the given reaction.. This data is from Forward reaction prediction with 1.9M reactions from USPTO patents (1976-2016). (1) Given the reactants Cl[C:2]1[N:7]=[CH:6][C:5]([CH2:8][C:9]2[CH:10]=[N:11][C:12]([O:22][CH3:23])=[C:13]([C:15]3[CH:20]=[CH:19][CH:18]=[C:17]([Cl:21])[CH:16]=3)[CH:14]=2)=[CH:4][N:3]=1.[CH3:24][N:25]([CH3:29])[CH2:26][CH2:27][NH2:28].CCN(C(C)C)C(C)C.CCOC(C)=O, predict the reaction product. The product is: [Cl:21][C:17]1[CH:16]=[C:15]([C:13]2[CH:14]=[C:9]([CH2:8][C:5]3[CH:4]=[N:3][C:2]([NH:28][CH2:27][CH2:26][N:25]([CH3:29])[CH3:24])=[N:7][CH:6]=3)[CH:10]=[N:11][C:12]=2[O:22][CH3:23])[CH:20]=[CH:19][CH:18]=1. (2) Given the reactants [NH:1]1[C:9]2[C:4](=[CH:5][C:6]([C:10]3[C:11]([C:16]#[N:17])=[N:12][N:13]([CH3:15])[CH:14]=3)=[CH:7][CH:8]=2)[CH2:3][CH2:2]1.Br[C:19]1[C:23]2[CH2:24][N:25]([C:28](=[O:30])[CH3:29])[CH2:26][CH2:27][C:22]=2[N:21]([CH:31]2[CH2:35][CH2:34][O:33][CH2:32]2)[N:20]=1.COC(C)(C)C.C1(P(C2CCCCC2)C2C=CC=CC=2C2C(OC(C)C)=CC=CC=2OC(C)C)CCCCC1.C(O[Na])(C)(C)C, predict the reaction product. The product is: [C:28]([N:25]1[CH2:26][CH2:27][C:22]2[N:21]([CH:31]3[CH2:35][CH2:34][O:33][CH2:32]3)[N:20]=[C:19]([N:1]3[C:9]4[C:4](=[CH:5][C:6]([C:10]5[C:11]([C:16]#[N:17])=[N:12][N:13]([CH3:15])[CH:14]=5)=[CH:7][CH:8]=4)[CH2:3][CH2:2]3)[C:23]=2[CH2:24]1)(=[O:30])[CH3:29]. (3) Given the reactants [CH3:1][O:2][C:3]1[CH:10]=[C:9]([O:11][CH3:12])[CH:8]=[CH:7][C:4]=1[CH:5]=O.[NH2:13][C:14]1[S:15][CH:16]=[N:17][N:18]=1.[BH4-].[Na+].C(=O)(O)[O-].[Na+], predict the reaction product. The product is: [CH3:1][O:2][C:3]1[CH:10]=[C:9]([O:11][CH3:12])[CH:8]=[CH:7][C:4]=1[CH2:5][NH:13][C:14]1[S:15][CH:16]=[N:17][N:18]=1. (4) Given the reactants [CH3:1][O:2][C:3](=[O:30])[C@H:4]([CH2:13][C:14]1[CH:19]=[CH:18][C:17]([C:20]2[C:25]([O:26][CH3:27])=[CH:24][CH:23]=[CH:22][C:21]=2[O:28][CH3:29])=[CH:16][CH:15]=1)[NH:5]C(OC(C)(C)C)=O.[F:31][C:32]([F:37])([F:36])[C:33]([OH:35])=[O:34], predict the reaction product. The product is: [F:31][C:32]([F:37])([F:36])[C:33]([OH:35])=[O:34].[CH3:1][O:2][C:3](=[O:30])[C@H:4]([CH2:13][C:14]1[CH:15]=[CH:16][C:17]([C:20]2[C:25]([O:26][CH3:27])=[CH:24][CH:23]=[CH:22][C:21]=2[O:28][CH3:29])=[CH:18][CH:19]=1)[NH2:5]. (5) Given the reactants [CH:1](OCC)(OCC)OCC.[CH3:11][C:12]1([CH3:20])[O:17][C:16](=[O:18])[CH2:15][C:14](=[O:19])[O:13]1.[NH2:21][C:22]1[CH:23]=[N:24][CH:25]=[C:26]([Br:28])[CH:27]=1, predict the reaction product. The product is: [Br:28][C:26]1[CH:27]=[C:22]([N:21]=[CH:1][CH:15]2[C:16](=[O:18])[O:17][C:12]([CH3:20])([CH3:11])[O:13][C:14]2=[O:19])[CH:23]=[N:24][CH:25]=1. (6) Given the reactants [CH2:1]([O:8][C:9]([N:11]1[CH2:16][CH2:15][CH2:14][CH:13]([C:17]#[N:18])[CH2:12]1)=[O:10])[C:2]1[CH:7]=[CH:6][CH:5]=[CH:4][CH:3]=1.C([Sn](=O)CCCC)CCC.C[Si]([N:33]=[N+:34]=[N-:35])(C)C, predict the reaction product. The product is: [CH2:1]([O:8][C:9]([N:11]1[CH2:16][CH2:15][CH2:14][CH:13]([C:17]2[NH:35][N:34]=[N:33][N:18]=2)[CH2:12]1)=[O:10])[C:2]1[CH:3]=[CH:4][CH:5]=[CH:6][CH:7]=1.